From a dataset of Experimentally validated miRNA-target interactions with 360,000+ pairs, plus equal number of negative samples. Binary Classification. Given a miRNA mature sequence and a target amino acid sequence, predict their likelihood of interaction. The miRNA is hsa-miR-6509-3p with sequence UUCCACUGCCACUACCUAAUUU. The protein sequence of the target gene is MKDNDIKRLLYTHLLCIFSIILSVFIPSLFLENFSILETHLTWLCICSGFVTAVNLVLYLVVKPNTSSKRSSLSHKVTGFLKCCIYFLMSCFSFHVIFVLYGAPLIELALETFLFAVILSTFTTVPCLCLLGPNLKAWLRVFSRNGVTSIWENSLQITTISSFVGAWLGALPIPLDWERPWQVWPISCTLGATFGYVAGLVISPLWIYWNRKQLTYKNN. Result: 0 (no interaction).